Task: Predict which catalyst facilitates the given reaction.. Dataset: Catalyst prediction with 721,799 reactions and 888 catalyst types from USPTO Product: [Br:1][C:2]1[CH:7]=[C:6]([C:8]([CH3:9])([CH3:11])[CH3:10])[CH:5]=[CH:4][C:3]=1[O:12][CH2:39][O:40][CH2:41][CH2:42][O:43][CH3:44]. Reactant: [Br:1][C:2]1[CH:7]=[C:6]([C:8]([CH3:11])([CH3:10])[CH3:9])[CH:5]=[CH:4][C:3]=1[OH:12].BrC1C2OCN(C(C)(C)C)CC=2C=C(C(C)(C)C)C=1.C(N(CC)CC)C.[CH3:39][O:40][CH2:41][CH2:42][O:43][CH2:44]Cl. The catalyst class is: 46.